Dataset: Forward reaction prediction with 1.9M reactions from USPTO patents (1976-2016). Task: Predict the product of the given reaction. Given the reactants [CH2:1]([C:8]1[O:12][C:11]([CH:13]=O)=[CH:10][CH:9]=1)[C:2]1[CH:7]=[CH:6][CH:5]=[CH:4][CH:3]=1.[NH3:15].CO, predict the reaction product. The product is: [CH2:1]([C:8]1[O:12][C:11]([CH2:13][NH2:15])=[CH:10][CH:9]=1)[C:2]1[CH:7]=[CH:6][CH:5]=[CH:4][CH:3]=1.